This data is from Forward reaction prediction with 1.9M reactions from USPTO patents (1976-2016). The task is: Predict the product of the given reaction. (1) Given the reactants [Cl:1][C:2]1[C:6]([CH3:7])=[C:5]([NH:8][C:9](=[O:23])[C:10]2[CH:15]=[C:14]([N:16]3[CH2:21][CH2:20][O:19][CH2:18][CH2:17]3)[CH:13]=[C:12]([F:22])[CH:11]=2)[S:4][C:3]=1[C:24](O)=[O:25].[NH2:27][C:28]1[N:33]=[CH:32][C:31]([NH2:34])=[CH:30][N:29]=1, predict the reaction product. The product is: [Cl:1][C:2]1[C:6]([CH3:7])=[C:5]([NH:8][C:9](=[O:23])[C:10]2[CH:15]=[C:14]([N:16]3[CH2:21][CH2:20][O:19][CH2:18][CH2:17]3)[CH:13]=[C:12]([F:22])[CH:11]=2)[S:4][C:3]=1[C:24]([NH:34][C:31]1[CH:30]=[N:29][C:28]([NH2:27])=[N:33][CH:32]=1)=[O:25]. (2) Given the reactants COC1C=CC(P2(SP(C3C=CC(OC)=CC=3)(=S)S2)=[S:10])=CC=1.[CH3:23][O:24][C:25](=[O:49])[CH2:26][CH2:27][CH2:28][CH2:29][CH2:30][CH2:31][C:32](=O)[NH:33][CH2:34][C:35]([C:37]1[CH:42]=[C:41]([Cl:43])[CH:40]=[CH:39][C:38]=1[O:44][CH:45]([CH3:47])[CH3:46])=O, predict the reaction product. The product is: [CH3:23][O:24][C:25](=[O:49])[CH2:26][CH2:27][CH2:28][CH2:29][CH2:30][CH2:31][C:32]1[S:10][C:35]([C:37]2[CH:42]=[C:41]([Cl:43])[CH:40]=[CH:39][C:38]=2[O:44][CH:45]([CH3:47])[CH3:46])=[CH:34][N:33]=1. (3) The product is: [CH:21]1([C:19]([N:16]2[CH2:17][CH2:18][C@@H:14]([CH2:13][C:12]3[N:8]([C:5]4[CH:6]=[CH:7][C:2]([C:34]5[CH:33]=[CH:32][C:31]6[C:36](=[C:27]([F:26])[CH:28]=[CH:29][CH:30]=6)[CH:35]=5)=[CH:3][C:4]=4[F:25])[C:9](=[O:24])[NH:10][N:11]=3)[CH2:15]2)=[O:20])[CH2:23][CH2:22]1. Given the reactants Br[C:2]1[CH:7]=[CH:6][C:5]([N:8]2[C:12]([CH2:13][C@@H:14]3[CH2:18][CH2:17][N:16]([C:19]([CH:21]4[CH2:23][CH2:22]4)=[O:20])[CH2:15]3)=[N:11][NH:10][C:9]2=[O:24])=[C:4]([F:25])[CH:3]=1.[F:26][C:27]1[CH:28]=[CH:29][CH:30]=[C:31]2[C:36]=1[CH:35]=[C:34](B1OC(C)(C)C(C)(C)O1)[CH:33]=[CH:32]2.C(=O)([O-])[O-].[K+].[K+], predict the reaction product. (4) Given the reactants [Br:1][C:2]1[C:11]([NH:12][CH:13]2[CH2:17][CH2:16][CH2:15][CH2:14]2)=[CH:10][CH:9]=[CH:8][C:3]=1[C:4]([O:6][CH3:7])=[O:5].[C:18](=O)([O-])[O-].[Cs+].[Cs+].CI, predict the reaction product. The product is: [Br:1][C:2]1[C:11]([N:12]([CH:13]2[CH2:17][CH2:16][CH2:15][CH2:14]2)[CH3:18])=[CH:10][CH:9]=[CH:8][C:3]=1[C:4]([O:6][CH3:7])=[O:5]. (5) Given the reactants [CH3:1][O:2][C:3](=[O:13])[C@H:4]([CH2:6][C:7]1[CH:12]=[CH:11][CH:10]=[CH:9][CH:8]=1)[NH2:5].[CH3:14][C:15]([O-:17])=[O:16].[Na+].[C:19]([CH:23]1C(=O)OC(C(Cl)(Cl)Cl)[N:24]1[CH2:33][CH2:34][C:35]([CH3:38])([CH3:37])[CH3:36])(OC)=[O:20], predict the reaction product. The product is: [CH3:36][C:35]([CH2:34][CH2:33][NH:24][C@H:23]([C:19]([NH:5][C@H:4]([C:3]([O:2][CH3:1])=[O:13])[CH2:6][C:7]1[CH:12]=[CH:11][CH:10]=[CH:9][CH:8]=1)=[O:20])[CH2:14][C:15]([OH:17])=[O:16])([CH3:38])[CH3:37].